Dataset: Catalyst prediction with 721,799 reactions and 888 catalyst types from USPTO. Task: Predict which catalyst facilitates the given reaction. (1) Reactant: [C:1]([O:5][C:6]([N:8]1[CH2:12][C@@H:11]([CH2:13][NH2:14])[CH2:10][C@H:9]1[C:15]([N:17]1[CH2:21][CH2:20][S:19][CH2:18]1)=[O:16])=[O:7])([CH3:4])([CH3:3])[CH3:2].C(N(CC)CC)C.[C:29]([C:31]1[CH:32]=[C:33]([CH:37]=[CH:38][CH:39]=1)[C:34](Cl)=[O:35])#[N:30]. Product: [C:1]([O:5][C:6]([N:8]1[CH2:12][C@@H:11]([CH2:13][NH:14][C:34](=[O:35])[C:33]2[CH:37]=[CH:38][CH:39]=[C:31]([C:29]#[N:30])[CH:32]=2)[CH2:10][C@H:9]1[C:15]([N:17]1[CH2:21][CH2:20][S:19][CH2:18]1)=[O:16])=[O:7])([CH3:4])([CH3:2])[CH3:3]. The catalyst class is: 4. (2) Reactant: [F:1][C:2]([F:29])([F:28])[C:3]([N:5]1[CH2:10][CH2:9][CH2:8][CH:7]([C:11]2[NH:12][CH:13]=[C:14]([C:16]3[CH:17]=[N:18][C:19]([C:22]4[CH:27]=[CH:26][CH:25]=[CH:24][CH:23]=4)=[N:20][CH:21]=3)[N:15]=2)[CH2:6]1)=[O:4].B.O1CCCC1.Cl.C(O)C. Product: [F:29][C:2]([F:1])([F:28])[CH:3]([N:5]1[CH2:10][CH2:9][CH2:8][CH:7]([C:11]2[NH:12][CH:13]=[C:14]([C:16]3[CH:17]=[N:18][C:19]([C:22]4[CH:27]=[CH:26][CH:25]=[CH:24][CH:23]=4)=[N:20][CH:21]=3)[N:15]=2)[CH2:6]1)[OH:4]. The catalyst class is: 7.